From a dataset of Catalyst prediction with 721,799 reactions and 888 catalyst types from USPTO. Predict which catalyst facilitates the given reaction. (1) Reactant: I[C:2]1[CH:7]=[CH:6][C:5]([OH:8])=[CH:4][C:3]=1[N+:9]([O-:11])=[O:10].C(=O)([O-])[O-].[K+].[K+].[C:18]1(B(O)O)[CH:23]=[CH:22][CH:21]=[CH:20][CH:19]=1. Product: [N+:9]([C:3]1[CH:4]=[C:5]([OH:8])[CH:6]=[CH:7][C:2]=1[C:18]1[CH:23]=[CH:22][CH:21]=[CH:20][CH:19]=1)([O-:11])=[O:10]. The catalyst class is: 12. (2) Reactant: [F:1][C:2]([F:16])([C:9]1[CH:14]=[CH:13][C:12]([F:15])=[CH:11][CH:10]=1)[CH2:3][CH2:4][O:5]C(=O)C.[OH-].[Na+]. Product: [F:16][C:2]([F:1])([C:9]1[CH:14]=[CH:13][C:12]([F:15])=[CH:11][CH:10]=1)[CH2:3][CH2:4][OH:5]. The catalyst class is: 8. (3) Reactant: [NH2:1][C:2]1[N:3]=[C:4]([NH:17][CH:18]2[CH2:23][CH2:22][N:21]([S:24]([CH2:27][CH2:28][CH2:29]Cl)(=[O:26])=[O:25])[CH2:20][CH2:19]2)[S:5][C:6]=1[C:7]([C:9]1[C:14]([F:15])=[CH:13][CH:12]=[CH:11][C:10]=1[F:16])=[O:8].[Na+].[I-:32].O. Product: [NH2:1][C:2]1[N:3]=[C:4]([NH:17][CH:18]2[CH2:23][CH2:22][N:21]([S:24]([CH2:27][CH2:28][CH2:29][I:32])(=[O:26])=[O:25])[CH2:20][CH2:19]2)[S:5][C:6]=1[C:7]([C:9]1[C:14]([F:15])=[CH:13][CH:12]=[CH:11][C:10]=1[F:16])=[O:8]. The catalyst class is: 21. (4) The catalyst class is: 101. Reactant: Cl[C:2]1[CH:7]=[CH:6][C:5]([CH2:8][C:9]([N:11]2[CH2:16][CH2:15][CH2:14][CH2:13][CH:12]2[C:17]2[CH:22]=[CH:21][CH:20]=[CH:19][CH:18]=2)=[O:10])=[CH:4][C:3]=1[F:23].[CH2:24]([N:26]([CH2:42][CH3:43])[C:27](=[O:41])[CH:28]([C:35]1[CH:40]=[CH:39][CH:38]=[CH:37][CH:36]=1)[N:29]1[CH2:34][CH2:33][NH:32][CH2:31][CH2:30]1)[CH3:25].CC(C1C=C(C(C)C)C(C2C=CC=CC=2P(C2CCCCC2)C2CCCCC2)=C(C(C)C)C=1)C.CC(C)([O-])C.[Na+]. Product: [CH2:42]([N:26]([CH2:24][CH3:25])[C:27](=[O:41])[CH:28]([N:29]1[CH2:34][CH2:33][N:32]([C:2]2[CH:7]=[CH:6][C:5]([CH2:8][C:9](=[O:10])[N:11]3[CH2:16][CH2:15][CH2:14][CH2:13][CH:12]3[C:17]3[CH:22]=[CH:21][CH:20]=[CH:19][CH:18]=3)=[CH:4][C:3]=2[F:23])[CH2:31][CH2:30]1)[C:35]1[CH:40]=[CH:39][CH:38]=[CH:37][CH:36]=1)[CH3:43]. (5) Reactant: [C:1]1([S:7]([N:10]2[C:18]3[C:13](=[C:14]([N:19]4[CH2:24][CH2:23][NH:22][CH2:21][CH2:20]4)[CH:15]=[CH:16][CH:17]=3)[CH:12]=[CH:11]2)(=[O:9])=[O:8])[CH:6]=[CH:5][CH:4]=[CH:3][CH:2]=1.[CH2:25](Br)[C:26]1[CH:31]=[CH:30][CH:29]=[CH:28][CH:27]=1.C(N(CC)CC)C. Product: [CH2:25]([N:22]1[CH2:23][CH2:24][N:19]([C:14]2[CH:15]=[CH:16][CH:17]=[C:18]3[C:13]=2[CH:12]=[CH:11][N:10]3[S:7]([C:1]2[CH:2]=[CH:3][CH:4]=[CH:5][CH:6]=2)(=[O:9])=[O:8])[CH2:20][CH2:21]1)[C:26]1[CH:31]=[CH:30][CH:29]=[CH:28][CH:27]=1. The catalyst class is: 7. (6) Reactant: [CH3:1][CH:2]1[NH:7][CH2:6][CH2:5][N:4]([C:8]2[C:13]([O:14][CH3:15])=[C:12]3[N:16]([CH:24]4[CH2:26][CH2:25]4)[CH:17]=[C:18]([C:21]([OH:23])=[O:22])[C:19](=[O:20])[C:11]3=[CH:10][C:9]=2[F:27])[CH2:3]1. Product: [CH3:1][CH:2]1[NH:7][CH2:6][CH2:5][N:4]([C:8]2[C:13]([O:14][CH3:15])=[C:12]3[N:16]([CH:24]4[CH2:26][CH2:25]4)[CH:17]=[C:18]([C:21]([OH:23])=[O:22])[C:19](=[O:20])[C:11]3=[CH:10][C:9]=2[F:27])[CH2:3]1.[CH3:1][CH:2]1[NH:7][CH2:6][CH2:5][N:4]([C:8]2[C:13]([O:14][CH3:15])=[C:12]3[N:16]([CH:24]4[CH2:26][CH2:25]4)[CH:17]=[C:18]([C:21]([OH:23])=[O:22])[C:19](=[O:20])[C:11]3=[CH:10][C:9]=2[F:27])[CH2:3]1.[OH2:14].[OH2:14].[OH2:14]. The catalyst class is: 12.